Task: Binary Classification. Given a miRNA mature sequence and a target amino acid sequence, predict their likelihood of interaction.. Dataset: Experimentally validated miRNA-target interactions with 360,000+ pairs, plus equal number of negative samples (1) The miRNA is hsa-miR-4742-5p with sequence UCAGGCAAAGGGAUAUUUACAGA. The protein sequence of the target gene is MEYPWDDLTLAFSRTSMFPFFDIAHYLVSVMALKQRPGAVAAAWNNPLASWLSAMLHCFGGGILSCMLLAESPLKFLTNHTNILLASSIWYIVFFCPRDLVSQGYSYQPIQFLAAGMKEVTRTWKIVGGVSDANSYYRNAWIVMIVVGWARGAGGAVVTACEQLLKGDWKPEGDEWLKMSFPCKITLLGSIMFTFQHTRHLAISKHDLMFLYTIFLVTIKVTMMMTKDTAVTLTPFEDTLTRMLFGRRQQQQFSSSEKKTEVKPSSNGSASSASKRGAEPSGGAKRHAKKED. Result: 0 (no interaction). (2) The miRNA is rno-miR-129-5p with sequence CUUUUUGCGGUCUGGGCUUGC. The protein sequence of the target gene is MSRVAKYRRQVSEDPDIDSLLETLSPEEMEELEKELDVVDPDGSVPVGLRQRNQTEKQSTGVYNREAMLNFCEKETKKLMQREMSMDESKQVETKTDAKNGEERGRDASKKALGPRRDSDLGKEPKRGGLKKSFSRDRDEAGGKSGEKPKEEKIIRGIDKGRVRAAVDKKEAGKDGRGEERAVATKKEEEKKGSDRNTGLSRDKDKKREEMKEVAKKEDDEKVKGERRNTDTRKEGEKMKRAGGNTDMKKEDEKVKRGTGNTDTKKDDEKVKKNEPLHEKEAKDDSKTKTPEKQTPSGPT.... Result: 0 (no interaction). (3) The miRNA is hsa-miR-216a-3p with sequence UCACAGUGGUCUCUGGGAUUAU. The protein sequence of the target gene is MAAGGAVAAAPECRLLPYALHKWSSFSSTYLPENILVDKPNDQSSRWSSESNYPPQYLILKLERPAIVQNITFGKYEKTHVCNLKKFKVFGGMNEENMTELLSSGLKNDYNKETFTLKHKIDEQMFPCRFIKIVPLLSWGPSFNFSIWYVELSGIDDPDIVQPCLNWYSKYREQEAIRLCLKHFRQHNYTEAFESLQKKTKIALEHPMLTDIHDKLVLKGDFDACEELIEKAVNDGLFNQYISQQEYKPRWSQIIPKSTKGDGEDNRPGMRGGHQMVIDVQTETVYLFGGWDGTQDLADF.... Result: 1 (interaction). (4) The miRNA is hsa-miR-7110-3p with sequence UCUCUCUCCCACUUCCCUGCAG. The protein sequence of the target gene is MTVKLGDGGSGEDGLKKLGKRAADEESLEGEGAGGADAAEESSGTKRDEKTPRAGADGPPAPPGAPQAPSPPQGSPQDQHHFLRSSVRPQSKRPRKDPPSAVGSGNAGGSGPRGKGAEGGGSSSGNVSGVAPAAPAGGSRSSSRNLGSSGGEKEEGKKVRRQWESWSTEDKNTFFEGLYEHGKDFEAIQNNIALKYKKKGKPASMVKNKEQVRHFYYRTWHKITKYIDFDHVFSRGLKKSSQELYGLICYGELRKKIGGCMDDKNATKLNELIQVGATTVRYKGRNLRIKAPMCRALKKL.... Result: 0 (no interaction). (5) The miRNA is hsa-miR-6089 with sequence GGAGGCCGGGGUGGGGCGGGGCGG. The protein sequence of the target gene is MWKLWRAEEGAAALGGALFLLLFALGVRQLLKQRRPMGFPPGPPGLPFIGNIYSLAASSELPHVYMRKQSQVYGEIFSLDLGGISTVVLNGYDVVKECLVHQSEIFADRPCLPLFMKMTKMGGLLNSRYGRGWVDHRRLAVNSFRYFGYGQKSFESKILEETKFFNDAIETYKGRPFDFKQLITNAVSNITNLIIFGERFTYEDTDFQHMIELFSENVELAASASVFLYNAFPWIGILPFGKHQQLFRNAAVVYDFLSRLIEKASVNRKPQLPQHFVDAYLDEMDQGKNDPSSTFSKENL.... Result: 0 (no interaction).